This data is from NCI-60 drug combinations with 297,098 pairs across 59 cell lines. The task is: Regression. Given two drug SMILES strings and cell line genomic features, predict the synergy score measuring deviation from expected non-interaction effect. (1) Drug 1: CC1C(C(CC(O1)OC2CC(OC(C2O)C)OC3=CC4=CC5=C(C(=O)C(C(C5)C(C(=O)C(C(C)O)O)OC)OC6CC(C(C(O6)C)O)OC7CC(C(C(O7)C)O)OC8CC(C(C(O8)C)O)(C)O)C(=C4C(=C3C)O)O)O)O. Drug 2: CN(CCCl)CCCl.Cl. Cell line: HCT116. Synergy scores: CSS=55.5, Synergy_ZIP=1.87, Synergy_Bliss=8.60, Synergy_Loewe=-18.8, Synergy_HSA=-0.349. (2) Drug 1: C1CCC(CC1)NC(=O)N(CCCl)N=O. Drug 2: CC12CCC3C(C1CCC2O)C(CC4=C3C=CC(=C4)O)CCCCCCCCCS(=O)CCCC(C(F)(F)F)(F)F. Cell line: EKVX. Synergy scores: CSS=1.65, Synergy_ZIP=-3.70, Synergy_Bliss=-1.69, Synergy_Loewe=-1.05, Synergy_HSA=-1.04. (3) Drug 2: CC1C(C(CC(O1)OC2CC(CC3=C2C(=C4C(=C3O)C(=O)C5=C(C4=O)C(=CC=C5)OC)O)(C(=O)CO)O)N)O.Cl. Cell line: MDA-MB-435. Synergy scores: CSS=45.5, Synergy_ZIP=-4.34, Synergy_Bliss=-2.28, Synergy_Loewe=0.147, Synergy_HSA=0.408. Drug 1: C1=CC(=C2C(=C1NCCNCCO)C(=O)C3=C(C=CC(=C3C2=O)O)O)NCCNCCO. (4) Drug 1: COC1=C(C=C2C(=C1)N=CN=C2NC3=CC(=C(C=C3)F)Cl)OCCCN4CCOCC4. Drug 2: CC1=C(C(=O)C2=C(C1=O)N3CC4C(C3(C2COC(=O)N)OC)N4)N. Cell line: A498. Synergy scores: CSS=43.0, Synergy_ZIP=2.92, Synergy_Bliss=2.53, Synergy_Loewe=5.80, Synergy_HSA=6.05. (5) Synergy scores: CSS=18.0, Synergy_ZIP=3.39, Synergy_Bliss=5.98, Synergy_Loewe=1.96, Synergy_HSA=5.44. Drug 2: C1=CC(=CC=C1C#N)C(C2=CC=C(C=C2)C#N)N3C=NC=N3. Cell line: TK-10. Drug 1: CC12CCC3C(C1CCC2=O)CC(=C)C4=CC(=O)C=CC34C.